From a dataset of Reaction yield outcomes from USPTO patents with 853,638 reactions. Predict the reaction yield, written as a fraction of the theoretical maximum amount of product (1.0 means a 100% yield; for example, 0.34 means a 34% yield). (1) The reactants are [NH2:1][C:2]1[S:3][C:4]([C:12]2[CH:17]=[CH:16][C:15]([F:18])=[CH:14][CH:13]=2)=[CH:5][C:6]=1[C:7]([O:9]CC)=O.[C:19](#[N:21])[CH3:20].Cl. The catalyst is O1CCOCC1. The product is [F:18][C:15]1[CH:14]=[CH:13][C:12]([C:4]2[S:3][C:2]3[N:1]=[C:19]([CH3:20])[NH:21][C:7](=[O:9])[C:6]=3[CH:5]=2)=[CH:17][CH:16]=1. The yield is 0.810. (2) The reactants are [OH:1][CH2:2][CH2:3][C:4]1[CH:9]=[CH:8][C:7]([NH:10][C:11]2[CH:16]=[C:15]([N:17]3[CH2:22][CH2:21][N:20](C(OC(C)(C)C)=O)[CH2:19][CH2:18]3)[N:14]=[C:13]3[CH2:30][CH2:31][CH2:32][C:12]=23)=[CH:6][CH:5]=1.C(O)(C(F)(F)F)=O.C(Cl)[Cl:41]. No catalyst specified. The product is [ClH:41].[N:17]1([C:15]2[N:14]=[C:13]3[CH2:30][CH2:31][CH2:32][C:12]3=[C:11]([NH:10][C:7]3[CH:6]=[CH:5][C:4]([CH2:3][CH2:2][OH:1])=[CH:9][CH:8]=3)[CH:16]=2)[CH2:22][CH2:21][NH:20][CH2:19][CH2:18]1. The yield is 0.410. (3) The reactants are [CH2:1]([NH:3][C:4]1[N:9]=[C:8]([NH:10][CH:11]2[CH2:16][CH2:15][CH2:14][CH2:13][CH2:12]2)[CH:7]=[C:6]([CH3:17])[N:5]=1)[CH3:2].[I:18]N1C(=O)CCC1=O. The catalyst is CC#N. The product is [CH2:1]([NH:3][C:4]1[N:9]=[C:8]([NH:10][CH:11]2[CH2:16][CH2:15][CH2:14][CH2:13][CH2:12]2)[C:7]([I:18])=[C:6]([CH3:17])[N:5]=1)[CH3:2]. The yield is 0.730. (4) The reactants are [CH3:1][S:2][C:3]1[CH:8]=[CH:7][CH:6]=[C:5]([N+:9]([O-])=O)[C:4]=1[OH:12].B1([O-])O[O:14]1.O.O.O.O.[Na+].C(=O)(O)[O-].[Na+]. The catalyst is C(O)(=O)C.[Zn]. The product is [NH2:9][C:5]1[CH:6]=[CH:7][CH:8]=[C:3]([S:2]([CH3:1])=[O:14])[C:4]=1[OH:12]. The yield is 0.620. (5) The reactants are Br[C:2]1[CH:7]=[CH:6][C:5]([Br:8])=[CH:4][N:3]=1.C([Li])CCC.[CH3:14][C:15]([CH3:17])=[O:16]. The catalyst is C1(C)C=CC=CC=1. The product is [Br:8][C:5]1[CH:6]=[CH:7][C:2]([C:15]([OH:16])([CH3:17])[CH3:14])=[N:3][CH:4]=1. The yield is 0.860. (6) The reactants are C[O:2][C:3]1[C:8]([Cl:9])=[CH:7][C:6]([N:10]2[CH2:15][CH2:14][N:13]([C:16]([C:18]3[CH:23]=[C:22]([S:24]([CH3:27])(=[O:26])=[O:25])[CH:21]=[CH:20][C:19]=3[C:28]3[CH:33]=[CH:32][CH:31]=[CH:30][CH:29]=3)=[O:17])[CH2:12][CH2:11]2)=[CH:5][C:4]=1[Cl:34]. The catalyst is Br. The product is [Cl:9][C:8]1[CH:7]=[C:6]([N:10]2[CH2:11][CH2:12][N:13]([C:16]([C:18]3[CH:23]=[C:22]([S:24]([CH3:27])(=[O:26])=[O:25])[CH:21]=[CH:20][C:19]=3[C:28]3[CH:33]=[CH:32][CH:31]=[CH:30][CH:29]=3)=[O:17])[CH2:14][CH2:15]2)[CH:5]=[C:4]([Cl:34])[C:3]=1[OH:2]. The yield is 0.870. (7) The reactants are [C:1]([C:5]1[CH:10]=[CH:9][CH:8]=[CH:7][C:6]=1[NH2:11])([CH3:4])([CH3:3])[CH3:2].[N+:12]([O-])([O-:14])=[O:13].[K+]. The catalyst is S(=O)(=O)(O)O. The product is [C:1]([C:5]1[CH:10]=[CH:9][C:8]([N+:12]([O-:14])=[O:13])=[CH:7][C:6]=1[NH2:11])([CH3:4])([CH3:2])[CH3:3]. The yield is 0.640. (8) The reactants are [NH2:1][C:2]1[CH:7]=[CH:6][C:5]([NH2:8])=[CH:4][CH:3]=1.[CH2:9]([N:11]=[C:12]=[O:13])[CH3:10].C(=O)([O-])[O-].[K+].[K+]. The catalyst is C1COCC1. The product is [CH2:9]([NH:11][C:12]([NH:1][C:2]1[CH:7]=[CH:6][C:5]([NH2:8])=[CH:4][CH:3]=1)=[O:13])[CH3:10]. The yield is 0.620.